From a dataset of Drug-target binding data from BindingDB using IC50 measurements. Regression. Given a target protein amino acid sequence and a drug SMILES string, predict the binding affinity score between them. We predict pIC50 (pIC50 = -log10(IC50 in M); higher means more potent). Dataset: bindingdb_ic50. (1) The drug is CCCCC(CC#N)n1cc(-c2ncnc3[nH]ccc23)cn1. The target protein sequence is GALGFSGAFEDRDPTQFEERHLKFLQQLGKGNFGSVEMCRYDPLQDNTGEVVAVKKLQHSTEEHLRDFEREIEILKSLQHDNIVKYKGVCYSAGRRNLKLIMEYLPYGSLRDYLQKHKERIDHIKLLQYTSQICKGMEYLGTKRYIHRDLATRNILVENENRVKIGDFGLTKVLPQDKEYYKVKEPGESPIFWYAPESLTESKFSVASDVWSFGVVLYELFTYIEKSKSPPAEFMRMIGNDKQGQMIVFHLIELLKNNGRLPRPDGCPDEIYMIMTECWNNNVNQRPSFRDLALRVDQIRDNMAG. The pIC50 is 8.8. (2) The drug is Cc1c(F)cccc1COc1ccc(S(=O)(=O)N2CCC[C@@](C)(O)[C@@H]2C(=O)NO)cc1. The target protein (Q9Z1K9) has sequence MRQRLLFLTTLVPFVLAPRPPEEPGSGSHLRLEKLDSLLSDYDILSLSNIQQHSIRKRDLQSATHLETLLTFSALKRHFKLYLTSSTERFSQNLRVVVVDGKEESEYSVKWQDFFSGHVVGEPDSRVLAHIGDDDVTVRINTDGAEYNIEPLWRFVNDTKDKRMLVYKSEDIKDFSRLQSPKVCGYLNADSEELLPKGLIDREPSEEFVRRVKRRAEPNPLKNTCKLLVVADHRFYKYMGRGEESTTTNYLIELIDRVDDIYRNTSWDNAGFKGYGVQIEQIRILKSPQEVKPGERHFNMAKSFPNEEKDAWDVKMLLEQFSLDIAEEASKVCLAHLFTYQDFDMGTLGLAYVGSPRANSHGGVCPKAYYNPGVKKNIYLNSGLTSTKNYGKTILTKEADLVTTHELGHNFGAEHDPDGLAECAPNEDQGGKYVMYPIAVSGDHENNKMFSNCSKQSIYKTIESKAQECFQERSNKVCGNSRVDEGEECDPGIMYLNNDT.... The pIC50 is 8.0. (3) The small molecule is OC[C@H]1N[C@H](CO)[C@@H](O)[C@@H]1O. The target protein (P07265) has sequence MTISDHPETEPKWWKEATIYQIYPASFKDSNNDGWGDLKGITSKLQYIKDLGVDAIWVCPFYDSPQQDMGYDISNYEKVWPTYGTNEDCFELIDKTHKLGMKFITDLVINHCSTEHEWFKESRSSKTNPKRDWFFWRPPKGYDAEGKPIPPNNWKSFFGGSAWTFDETTNEFYLRLFASRQVDLNWENEDCRRAIFESAVGFWLDHGVDGFRIDTAGLYSKRPGLPDSPIFDKTSKLQHPNWGSHNGPRIHEYHQELHRFMKNRVKDGREIMRVGEVAHGSDNALYTSAARYEVSEVFSFTHVEVGTSPFFRYNIVPFTLKQWKEAIASNFLFINGTDSWATTYIENHDQARSITRFADDSPKYRKISGKLLTLLECSLTGTLYVYQGQEIGQINFKEWPIEKYEDVDVKNNYEIIKKSFGKNSKEMKDFFKGIALLSRDHSRTPMPWTKDKPNAGFTGPDVKPWFFLNESFEQGINVEQESRDDDSVLNFWKRALQARK.... The pIC50 is 5.7. (4) The drug is CCOc1cc(-c2[nH]c3ccc(C4CCN(C5CCOCC5)CC4)cc3c2C(C)C)cn2ncnc12. The target protein (Q9NYK1) has sequence MVFPMWTLKRQILILFNIILISKLLGARWFPKTLPCDVTLDVPKNHVIVDCTDKHLTEIPGGIPTNTTNLTLTINHIPDISPASFHRLDHLVEIDFRCNCVPIPLGSKNNMCIKRLQIKPRSFSGLTYLKSLYLDGNQLLEIPQGLPPSLQLLSLEANNIFSIRKENLTELANIEILYLGQNCYYRNPCYVSYSIEKDAFLNLTKLKVLSLKDNNVTAVPTVLPSTLTELYLYNNMIAKIQEDDFNNLNQLQILDLSGNCPRCYNAPFPCAPCKNNSPLQIPVNAFDALTELKVLRLHSNSLQHVPPRWFKNINKLQELDLSQNFLAKEIGDAKFLHFLPSLIQLDLSFNFELQVYRASMNLSQAFSSLKSLKILRIRGYVFKELKSFNLSPLHNLQNLEVLDLGTNFIKIANLSMFKQFKRLKVIDLSVNKISPSGDSSEVGFCSNARTSVESYEPQVLEQLHYFRYDKYARSCRFKNKEASFMSVNESCYKYGQTLDL.... The pIC50 is 8.3. (5) The compound is N[C@H]1C[C@@H](N2Cc3cn(S(=O)(=O)c4cccc(C(F)(F)F)c4)nc3C2)CO[C@@H]1c1cc(F)ccc1F. The target protein (A5D7B7) has sequence MKTWLKIVFGVATSAVLALLVMCIVLRPSRVHNSEESTTRALTLKDILNGTFSYKTFFPNWISGQEYLHQSTDNNVVFYNIETGESYTILSNTTMKSVNASNYGLSPDRQFAYLESDYSKLWRYSYTATYHIYDLTNGEFIRRNELPRPIQYLCWSPVGSKLAYVYQNNIYLKQRPEDPPFQITYNGKENKIFNGIPDWVYEEEMLATKYALWWSPNGKFLAYAEFNDTEIPVIAYSYYGDEQYPRTINIPYPKAGAKNPVVRIFIIDATYPEHIGPREVPVPAMIASSDYYFSWLTWVTDDRICLQWLKRIQNVSVLSTCDFREDWQTWNCPKTQEHIEESRTGWAGGFFVSTPVFSHDTISYYKIFSDKDGYKHIHYIRDTVENAIQITSGKWEAINIFRVTQDSLFYSSNEFEGYPGRRNIYRISIGSHSPSKKCITCHLRKKRCQYYTASFSDYAKYYALVCYGPGLPISTLHDGRTDQEIKILEDNKELENALKN.... The pIC50 is 4.0.